Dataset: Retrosynthesis with 50K atom-mapped reactions and 10 reaction types from USPTO. Task: Predict the reactants needed to synthesize the given product. Given the product CCCCOc1nc(N)c2[nH]c(=O)n(CCCCN(CC(C)(C)O)S(=O)(=O)c3cccc(CC(=O)O)c3)c2n1, predict the reactants needed to synthesize it. The reactants are: CCCCOc1nc(N)c2[nH]c(=O)n(CCCCN(CC(C)(C)O)S(=O)(=O)c3cccc(CC(=O)OC)c3)c2n1.